From a dataset of Reaction yield outcomes from USPTO patents with 853,638 reactions. Predict the reaction yield, written as a fraction of the theoretical maximum amount of product (1.0 means a 100% yield; for example, 0.34 means a 34% yield). (1) The reactants are [CH3:1][N:2]([CH3:26])[C:3]([C:5]1[CH:17]=[C:16]([O:18]CC2C=CC=CC=2)[C:8]2[N:9]=[C:10]([CH3:15])[N:11]([CH2:12][O:13][CH3:14])[C:7]=2[CH:6]=1)=[O:4].C(O)(=O)C. The catalyst is C(O)C.[Pd]. The product is [CH3:26][N:2]([CH3:1])[C:3]([C:5]1[CH:17]=[C:16]([OH:18])[C:8]2[N:9]=[C:10]([CH3:15])[N:11]([CH2:12][O:13][CH3:14])[C:7]=2[CH:6]=1)=[O:4]. The yield is 0.620. (2) The reactants are [S:1]1[CH2:6][CH2:5][C:4](=O)[CH2:3][CH2:2]1.[CH3:8][O:9][C:10]1[CH:17]=[C:16]([O:18][CH3:19])[CH:15]=[CH:14][C:11]=1[CH2:12][NH2:13].C(O[BH-](OC(=O)C)OC(=O)C)(=O)C.[Na+]. The catalyst is ClC(Cl)C. The product is [CH3:8][O:9][C:10]1[CH:17]=[C:16]([O:18][CH3:19])[CH:15]=[CH:14][C:11]=1[CH2:12][NH:13][CH:4]1[CH2:5][CH2:6][S:1][CH2:2][CH2:3]1. The yield is 0.970. (3) The reactants are [NH:1]1[C:5]2[CH:6]=[CH:7][CH:8]=[CH:9][C:4]=2[N:3]=[C:2]1[CH2:10][NH:11][CH:12]1[C:21]2[N:20]=[CH:19][CH:18]=[CH:17][C:16]=2[CH2:15][CH2:14][CH2:13]1.[C:22]1([CH2:28][CH:29]=O)[CH:27]=[CH:26][CH:25]=[CH:24][CH:23]=1.C(N(CC1N(CCC#N)C2C=CC=CC=2N=1)C1C2N=CC=CC=2CCC1)C. No catalyst specified. The product is [NH:1]1[C:5]2[CH:6]=[CH:7][CH:8]=[CH:9][C:4]=2[N:3]=[C:2]1[CH2:10][N:11]([CH2:29][CH2:28][C:22]1[CH:27]=[CH:26][CH:25]=[CH:24][CH:23]=1)[CH:12]1[C:21]2[N:20]=[CH:19][CH:18]=[CH:17][C:16]=2[CH2:15][CH2:14][CH2:13]1. The yield is 0.740. (4) The reactants are Br[C:2]1[C:3]([CH3:14])=[C:4]([CH3:13])[C:5]2[O:9][CH:8]([CH3:10])[CH2:7][C:6]=2[C:11]=1[CH3:12].[CH3:15][O:16][C:17]1[CH:22]=[CH:21][C:20]([N:23]2[CH2:28][CH2:27][NH:26][CH2:25][CH2:24]2)=[CH:19][CH:18]=1. No catalyst specified. The product is [CH3:15][O:16][C:17]1[CH:18]=[CH:19][C:20]([N:23]2[CH2:28][CH2:27][N:26]([C:2]3[C:3]([CH3:14])=[C:4]([CH3:13])[C:5]4[O:9][CH:8]([CH3:10])[CH2:7][C:6]=4[C:11]=3[CH3:12])[CH2:25][CH2:24]2)=[CH:21][CH:22]=1. The yield is 0.390. (5) The reactants are [Cl:1][C:2]1[C:7]([Cl:8])=[CH:6][CH:5]=[CH:4][C:3]=1[N:9]1[CH2:14][CH2:13][N:12]([CH2:15][CH2:16][CH2:17][CH2:18][O:19][C:20]2[CH:29]=[C:28]3[C:23]([CH2:24][CH2:25][C:26](=[O:32])[N:27]3[CH2:30][OH:31])=[CH:22][CH:21]=2)[CH2:11][CH2:10]1.S(Cl)(Cl)=O.CO.[C:39]([O-])(O)=O.[Na+]. The catalyst is ClCCl. The product is [Cl:1][C:2]1[C:7]([Cl:8])=[CH:6][CH:5]=[CH:4][C:3]=1[N:9]1[CH2:14][CH2:13][N:12]([CH2:15][CH2:16][CH2:17][CH2:18][O:19][C:20]2[CH:29]=[C:28]3[C:23]([CH2:24][CH2:25][C:26](=[O:32])[N:27]3[CH2:30][O:31][CH3:39])=[CH:22][CH:21]=2)[CH2:11][CH2:10]1. The yield is 0.630.